This data is from Catalyst prediction with 721,799 reactions and 888 catalyst types from USPTO. The task is: Predict which catalyst facilitates the given reaction. (1) Reactant: [C:1]([CH2:3][C:4]1[C:9]([CH2:10][CH:11]2[CH2:13][CH2:12]2)=[C:8]([C:14]([C:16]2[CH:17]=[C:18]([CH:21]=[C:22]([CH3:24])[CH:23]=2)[C:19]#[N:20])=[O:15])[C:7]([CH:25]([CH3:27])[CH3:26])=[C:6]([O:28]C)[N:5]=1)#[N:2].C(Br)(=O)C.CO. Product: [C:1]([CH2:3][C:4]1[NH:5][C:6](=[O:28])[C:7]([CH:25]([CH3:27])[CH3:26])=[C:8]([C:14]([C:16]2[CH:17]=[C:18]([CH:21]=[C:22]([CH3:24])[CH:23]=2)[C:19]#[N:20])=[O:15])[C:9]=1[CH2:10][CH:11]1[CH2:12][CH2:13]1)#[N:2]. The catalyst class is: 10. (2) Reactant: [CH:1]([Li])([CH2:3][CH3:4])[CH3:2].F[C:7]1[CH:15]=[CH:14][CH:13]=[C:12](F)[C:8]=1[C:9]([OH:11])=[O:10].O. Product: [CH:1]([C:7]1[CH:15]=[CH:14][CH:13]=[C:12]([CH:1]([CH2:3][CH3:4])[CH3:2])[C:8]=1[C:9]([OH:11])=[O:10])([CH2:3][CH3:4])[CH3:2]. The catalyst class is: 1. (3) Reactant: [CH3:1][NH2:2].[S:3]1[CH:7]=[CH:6][CH:5]=[C:4]1[S:8](Cl)(=[O:10])=[O:9].O. Product: [CH3:1][NH:2][S:8]([C:4]1[S:3][CH:7]=[CH:6][CH:5]=1)(=[O:10])=[O:9]. The catalyst class is: 1. (4) The catalyst class is: 5. Reactant: [CH:1]1[C:6](=[O:7])[C:5]([OH:8])=[CH:4][O:3][C:2]=1[CH2:9][OH:10].[CH2:11](Br)[C:12]1[CH:17]=[CH:16][CH:15]=[CH:14][CH:13]=1. Product: [CH2:11]([O:8][C:5]1[C:6](=[O:7])[CH:1]=[C:2]([CH2:9][OH:10])[O:3][CH:4]=1)[C:12]1[CH:17]=[CH:16][CH:15]=[CH:14][CH:13]=1. (5) Reactant: FC(F)(F)C(OC(=O)C(F)(F)F)=O.[Br:14][C:15]1[CH:31]=[CH:30][C:18]([O:19][CH2:20][C:21]2[CH:29]=[CH:28][CH:27]=[CH:26][C:22]=2[C:23]([OH:25])=O)=[CH:17][CH:16]=1.B(F)(F)F.CCOCC. Product: [Br:14][C:15]1[CH:16]=[CH:17][C:18]2[O:19][CH2:20][C:21]3[CH:29]=[CH:28][CH:27]=[CH:26][C:22]=3[C:23](=[O:25])[C:30]=2[CH:31]=1. The catalyst class is: 4.